Dataset: Forward reaction prediction with 1.9M reactions from USPTO patents (1976-2016). Task: Predict the product of the given reaction. (1) The product is: [CH2:41]1[CH2:3][O:4][C:5]2([CH2:14][CH2:13][C:12]3[N:11]=[C:10]([CH2:15][CH2:16][CH2:17][CH2:18][N:19]4[CH2:24][CH2:23][N:22]([C:25]5[CH:34]=[CH:33][C:32]6[C:27](=[CH:28][CH:29]=[CH:30][CH:31]=6)[N:26]=5)[CH2:21][CH2:20]4)[N:9]([NH:35][CH:36]([CH3:37])[CH3:38])[C:8](=[O:39])[C:7]=3[CH2:6]2)[O:40]1. Given the reactants [BH4-].[Na+].[CH2:3]1[CH2:41][O:40][C:5]2([CH2:14][CH2:13][C:12]3[N:11]=[C:10]([CH2:15][CH2:16][CH2:17][CH2:18][N:19]4[CH2:24][CH2:23][N:22]([C:25]5[CH:34]=[CH:33][C:32]6[C:27](=[CH:28][CH:29]=[CH:30][CH:31]=6)[N:26]=5)[CH2:21][CH2:20]4)[N:9]([N:35]=[C:36]([CH3:38])[CH3:37])[C:8](=[O:39])[C:7]=3[CH2:6]2)[O:4]1, predict the reaction product. (2) Given the reactants [Cl:1][C:2]1[CH:10]=[CH:9][CH:8]=[C:7]2[C:3]=1[C:4]([C:15]([OH:17])=O)=[CH:5][N:6]2[CH2:11][CH2:12][O:13][CH3:14].[O:18]1[CH:22]=[CH:21][CH:20]=[C:19]1[CH2:23][NH2:24].CCN(CC)CC.N1(O)C2C=CC=CC=2N=N1.C(Cl)CCl, predict the reaction product. The product is: [O:18]1[CH:22]=[CH:21][CH:20]=[C:19]1[CH2:23][NH:24][C:15]([C:4]1[C:3]2[C:7](=[CH:8][CH:9]=[CH:10][C:2]=2[Cl:1])[N:6]([CH2:11][CH2:12][O:13][CH3:14])[CH:5]=1)=[O:17]. (3) Given the reactants [Cl:1][C:2]1[C:3]2[CH2:10][CH2:9][CH2:8][C:4]=2[N:5]=[CH:6][N:7]=1.C1C=C(Cl)C=C(C(OO)=[O:19])C=1, predict the reaction product. The product is: [Cl:1][C:2]1[N:7]=[CH:6][N+:5]([O-:19])=[C:4]2[CH2:8][CH2:9][CH2:10][C:3]=12.